Predict the reaction yield, written as a fraction of the theoretical maximum amount of product (1.0 means a 100% yield; for example, 0.34 means a 34% yield). From a dataset of Reaction yield outcomes from USPTO patents with 853,638 reactions. The reactants are [CH3:1][N:2]([S:16]([C:19]1[CH:24]=[CH:23][C:22]([C:25]([F:28])([F:27])[F:26])=[CH:21][CH:20]=1)(=[O:18])=[O:17])[C@H:3]1[CH2:8][CH2:7][C@H:6]([O:9][CH2:10][CH2:11][CH2:12][C:13]([OH:15])=O)[CH2:5][CH2:4]1.C[N:30]1[CH2:35]COCC1.C1C=CC2N(O)N=NC=2C=1.CCN=C=NCCCN(C)C.Cl.[CH3:58][O:59]CN.OS([O-])(=O)=O.[K+]. The catalyst is C(Cl)Cl. The product is [CH3:58][O:59][N:30]([CH3:35])[C:13](=[O:15])[CH2:12][CH2:11][CH2:10][O:9][C@H:6]1[CH2:7][CH2:8][C@H:3]([N:2]([CH3:1])[S:16]([C:19]2[CH:24]=[CH:23][C:22]([C:25]([F:26])([F:27])[F:28])=[CH:21][CH:20]=2)(=[O:18])=[O:17])[CH2:4][CH2:5]1. The yield is 0.940.